From a dataset of Forward reaction prediction with 1.9M reactions from USPTO patents (1976-2016). Predict the product of the given reaction. Given the reactants [NH2:1][C:2]1[CH:3]=[C:4]2[C:9](=[CH:10][CH:11]=1)[CH:8]=[C:7]([OH:12])[CH:6]=[CH:5]2.[C:13]1([CH2:19][C:20](Cl)=[O:21])[CH:18]=[CH:17][CH:16]=[CH:15][CH:14]=1, predict the reaction product. The product is: [OH:12][C:7]1[CH:8]=[C:9]2[C:4](=[CH:5][CH:6]=1)[CH:3]=[C:2]([NH:1][C:20](=[O:21])[CH2:19][C:13]1[CH:18]=[CH:17][CH:16]=[CH:15][CH:14]=1)[CH:11]=[CH:10]2.